This data is from Full USPTO retrosynthesis dataset with 1.9M reactions from patents (1976-2016). The task is: Predict the reactants needed to synthesize the given product. (1) Given the product [CH3:15][O:14][C:7]1[CH:8]=[C:9]2[C:4](=[CH:5][CH:6]=1)[N:3]=[C:2]([NH:17][CH3:16])[C:11]([CH:12]=[O:13])=[CH:10]2, predict the reactants needed to synthesize it. The reactants are: Cl[C:2]1[C:11]([CH:12]=[O:13])=[CH:10][C:9]2[C:4](=[CH:5][CH:6]=[C:7]([O:14][CH3:15])[CH:8]=2)[N:3]=1.[CH3:16][NH2:17]. (2) Given the product [Cl:8][C:9]1[CH:14]=[CH:13][CH:12]=[CH:11][C:10]=1[CH:15]([NH:20][S:3]([CH2:1][CH3:2])(=[O:5])=[O:4])[CH2:16][N+:17]([O-:19])=[O:18], predict the reactants needed to synthesize it. The reactants are: [CH2:1]([S:3](Cl)(=[O:5])=[O:4])[CH3:2].Cl.[Cl:8][C:9]1[CH:14]=[CH:13][CH:12]=[CH:11][C:10]=1[CH:15]([NH2:20])[CH2:16][N+:17]([O-:19])=[O:18]. (3) Given the product [F:22][C:23]([F:34])([F:33])[C:24]([NH:1][CH2:2][C@@H:3]1[CH2:7][CH2:6][N:5]([C:8]([O:10][C:11]([CH3:14])([CH3:13])[CH3:12])=[O:9])[CH2:4]1)=[O:25], predict the reactants needed to synthesize it. The reactants are: [NH2:1][CH2:2][C@@H:3]1[CH2:7][CH2:6][N:5]([C:8]([O:10][C:11]([CH3:14])([CH3:13])[CH3:12])=[O:9])[CH2:4]1.C(N(CC)CC)C.[F:22][C:23]([F:34])([F:33])[C:24](O[C:24](=[O:25])[C:23]([F:34])([F:33])[F:22])=[O:25]. (4) Given the product [CH3:15][S:12]([N:9]1[CH2:10][CH2:11][N:6]([CH2:5][C:4]([OH:16])=[O:3])[CH2:7][CH2:8]1)(=[O:13])=[O:14], predict the reactants needed to synthesize it. The reactants are: C([O:3][C:4](=[O:16])[CH2:5][N:6]1[CH2:11][CH2:10][N:9]([S:12]([CH3:15])(=[O:14])=[O:13])[CH2:8][CH2:7]1)C.C1COCC1.O.[OH-].[Li+]. (5) Given the product [F:19][C:20]([F:33])([F:32])[S:21]([O:11][C:4]1[CH:3]=[C:2]([CH3:1])[C:7]([N+:8]([O-:10])=[O:9])=[CH:6][N:5]=1)(=[O:23])=[O:22], predict the reactants needed to synthesize it. The reactants are: [CH3:1][C:2]1[C:7]([N+:8]([O-:10])=[O:9])=[CH:6][N:5]=[C:4]([OH:11])[CH:3]=1.C(N(CC)CC)C.[F:19][C:20]([F:33])([F:32])[S:21](O[S:21]([C:20]([F:33])([F:32])[F:19])(=[O:23])=[O:22])(=[O:23])=[O:22].C(=O)(O)[O-].[Na+].